This data is from Forward reaction prediction with 1.9M reactions from USPTO patents (1976-2016). The task is: Predict the product of the given reaction. The product is: [Br:1][C:2]1[CH:3]=[N:4][C:5]2[C:10]([CH:11]=1)=[CH:9][C:8]([O:12][CH:20]([CH2:30][CH3:31])[C:21]([NH:23][C:24]([CH3:29])([CH3:28])[C:25]#[C:26][CH3:27])=[O:22])=[CH:7][CH:6]=2. Given the reactants [Br:1][C:2]1[CH:3]=[N:4][C:5]2[C:10]([CH:11]=1)=[CH:9][C:8]([OH:12])=[CH:7][CH:6]=2.C(=O)([O-])[O-].[K+].[K+].Br[CH:20]([CH2:30][CH3:31])[C:21]([NH:23][C:24]([CH3:29])([CH3:28])[C:25]#[C:26][CH3:27])=[O:22].O, predict the reaction product.